From a dataset of Cav3 T-type calcium channel HTS with 100,875 compounds. Binary Classification. Given a drug SMILES string, predict its activity (active/inactive) in a high-throughput screening assay against a specified biological target. (1) The drug is Brc1ccc(C2Nc3sc4c(CCC4)c3C(=O)N2)cc1. The result is 0 (inactive). (2) The result is 0 (inactive). The molecule is O1c2c(OCC1)ccc(NC(=O)CN(c1nc(nc3c1cccc3)c1cccnc1)CC)c2. (3) The result is 0 (inactive). The drug is O1C2(OCC1)CCN(CC2)Cc1oc(nn1)c1ccccc1. (4) The molecule is Fc1ccc(C(=O)C2CCN(CC2)CCc2c(nc3n(c2=O)cccc3)C)cc1. The result is 0 (inactive). (5) The compound is O(c1cc(CNc2cc3CCCc3cc2)cc(OC)c1O)C. The result is 0 (inactive). (6) The drug is O(CC(=O)NCc1ccc(cc1)C)C(=O)c1nccnc1. The result is 0 (inactive).